This data is from Catalyst prediction with 721,799 reactions and 888 catalyst types from USPTO. The task is: Predict which catalyst facilitates the given reaction. (1) Reactant: [CH:1]1([N:4]2[C:13]3[C:8](=[C:9]([S:26]CC4C=CC(OC)=CC=4)[C:10]([F:25])=[C:11]([NH:15][CH2:16][CH2:17][NH:18][C:19]4[CH:24]=[CH:23][CH:22]=[CH:21][N:20]=4)[C:12]=3[F:14])[C:7](=[O:36])[C:6]([C:37]([OH:39])=[O:38])=[CH:5]2)[CH2:3][CH2:2]1.FC(F)(F)C(O)=O. Product: [CH:1]1([N:4]2[C:13]3[C:8](=[C:9]([SH:26])[C:10]([F:25])=[C:11]([NH:15][CH2:16][CH2:17][NH:18][C:19]4[CH:24]=[CH:23][CH:22]=[CH:21][N:20]=4)[C:12]=3[F:14])[C:7](=[O:36])[C:6]([C:37]([OH:39])=[O:38])=[CH:5]2)[CH2:3][CH2:2]1. The catalyst class is: 520. (2) Reactant: [Cl:1][C:2]1[CH:3]=[CH:4][C:5]([N:11]2[CH:15]=[N:14][CH:13]=[N:12]2)=[C:6]([CH:10]=1)[C:7](O)=[O:8].F[P-](F)(F)(F)(F)F.N1(O[P+](N(C)C)(N(C)C)N(C)C)C2C=CC=CC=2N=N1.CCN(C(C)C)C(C)C.[BH4-].[Na+]. The catalyst class is: 1. Product: [Cl:1][C:2]1[CH:3]=[CH:4][C:5]([N:11]2[CH:15]=[N:14][CH:13]=[N:12]2)=[C:6]([CH2:7][OH:8])[CH:10]=1. (3) Reactant: FC(F)(F)C(O)=O.[CH3:8][O:9][C:10]1[CH:19]=[C:18]([O:20][CH3:21])[CH:17]=[C:16]2[C:11]=1[C:12](=[O:46])[NH:13][C:14]([C:22]1[CH:27]=[CH:26][C:25]([O:28][CH3:29])=[CH:24][C:23]=1[NH:30][CH2:31][CH2:32][N:33]1[CH2:38][CH2:37][N:36](C(OC(C)(C)C)=O)[CH2:35][CH2:34]1)=[N:15]2. Product: [CH3:8][O:9][C:10]1[CH:19]=[C:18]([O:20][CH3:21])[CH:17]=[C:16]2[C:11]=1[C:12](=[O:46])[NH:13][C:14]([C:22]1[CH:27]=[CH:26][C:25]([O:28][CH3:29])=[CH:24][C:23]=1[NH:30][CH2:31][CH2:32][N:33]1[CH2:38][CH2:37][NH:36][CH2:35][CH2:34]1)=[N:15]2. The catalyst class is: 2. (4) Reactant: [F:1][C:2]([F:13])([F:12])[C:3]1[N:8]=[CH:7][C:6]([CH2:9][C:10]#[N:11])=[CH:5][CH:4]=1.[CH3:14][N:15]1[C:19]2[CH:20]=[CH:21][C:22]([N+]([O-])=O)=[CH:23][C:18]=2[N:17]([CH3:27])[C:16]1=[O:28]. Product: [CH3:27][N:17]1[C:18]2[CH:23]=[CH:22][C:21]([NH:11][CH2:10][CH2:9][C:6]3[CH:7]=[N:8][C:3]([C:2]([F:12])([F:1])[F:13])=[CH:4][CH:5]=3)=[CH:20][C:19]=2[N:15]([CH3:14])[C:16]1=[O:28]. The catalyst class is: 19. (5) Reactant: [CH3:1][N:2]1[CH2:33][CH2:32][CH2:31][C@:3]1([CH3:34])[C:4]([NH:6][C@H:7]([C:11]([N:13]([C@@H:15]([C@@H:27]([CH3:30])[CH2:28][CH3:29])[C@H:16]([O:25][CH3:26])[CH2:17][C:18]([O:20]C(C)(C)C)=[O:19])[CH3:14])=[O:12])[CH:8]([CH3:10])[CH3:9])=[O:5].FC(F)(F)C(O)=O. Product: [CH3:1][N:2]1[CH2:33][CH2:32][CH2:31][C@:3]1([CH3:34])[C:4]([NH:6][C@H:7]([C:11]([N:13]([C@@H:15]([C@@H:27]([CH3:30])[CH2:28][CH3:29])[C@H:16]([O:25][CH3:26])[CH2:17][C:18]([OH:20])=[O:19])[CH3:14])=[O:12])[CH:8]([CH3:10])[CH3:9])=[O:5]. The catalyst class is: 4. (6) Reactant: [Br:1][C:2]1[CH:7]=[CH:6][C:5]([N:8]2[C:16](=[O:17])[C:15]3[N:14]=[CH:13][N:12]([CH3:18])[C:11]=3[N:10]=[C:9]2Cl)=[CH:4][CH:3]=1.[F:20][C:21]1[C:26]([F:27])=[C:25]([F:28])[CH:24]=[CH:23][C:22]=1[OH:29].CO. The catalyst class is: 2. Product: [Br:1][C:2]1[CH:7]=[CH:6][C:5]([N:8]2[C:16](=[O:17])[C:15]3[N:14]=[CH:13][N:12]([CH3:18])[C:11]=3[N:10]=[C:9]2[O:29][C:22]2[CH:23]=[CH:24][C:25]([F:28])=[C:26]([F:27])[C:21]=2[F:20])=[CH:4][CH:3]=1. (7) Reactant: [CH3:1][C:2]1[C:7]([CH:8]([F:10])[F:9])=[CH:6][CH:5]=[CH:4][C:3]=1[N:11]1[C:15](=[O:16])[NH:14][N:13]=[N:12]1.[C:17](=O)([O-])[O-].[K+].[K+].CI.CN(C)C=O. Product: [CH3:1][C:2]1[C:7]([CH:8]([F:9])[F:10])=[CH:6][CH:5]=[CH:4][C:3]=1[N:11]1[C:15](=[O:16])[N:14]([CH3:17])[N:13]=[N:12]1. The catalyst class is: 6. (8) Reactant: [F:1][C:2]1[CH:7]=[CH:6][C:5]([C:8]2[C:12]([C:13](O)=[O:14])=[C:11](/[CH:16]=[CH:17]/[C:18]3[CH:23]=[CH:22][CH:21]=[CH:20][CH:19]=3)[O:10][N:9]=2)=[CH:4][CH:3]=1.C(N(CC)CC)C.ClC(OCC)=O.[BH4-].[Na+].[OH-].[Na+]. Product: [F:1][C:2]1[CH:3]=[CH:4][C:5]([C:8]2[C:12]([CH2:13][OH:14])=[C:11](/[CH:16]=[CH:17]/[C:18]3[CH:19]=[CH:20][CH:21]=[CH:22][CH:23]=3)[O:10][N:9]=2)=[CH:6][CH:7]=1. The catalyst class is: 20.